This data is from Catalyst prediction with 721,799 reactions and 888 catalyst types from USPTO. The task is: Predict which catalyst facilitates the given reaction. (1) Reactant: O=[C:2]1[CH2:6][S:5][CH2:4][CH:3]1[C:7]#[N:8].[C:9]1([C:15]2[N:20]=[CH:19][C:18]([C:21]3[CH:22]=[N:23][NH:24][C:25]=3[NH2:26])=[CH:17][CH:16]=2)[CH:14]=[CH:13][CH:12]=[CH:11][CH:10]=1. Product: [C:9]1([C:15]2[N:20]=[CH:19][C:18]([C:21]3[CH:22]=[N:23][N:24]4[C:7]([NH2:8])=[C:3]5[CH2:4][S:5][CH2:6][C:2]5=[N:26][C:25]=34)=[CH:17][CH:16]=2)[CH:10]=[CH:11][CH:12]=[CH:13][CH:14]=1. The catalyst class is: 11. (2) Reactant: [CH3:1][C:2]1([CH3:9])[O:6][C@H:5]([CH2:7][OH:8])[CH2:4][O:3]1.CCN(CC)CC.Cl[S:18]([N:21]=C=O)(=[O:20])=[O:19].C(O)=O. Product: [S:18](=[O:20])(=[O:19])([O:8][CH2:7][C@@H:5]1[CH2:4][O:3][C:2]([CH3:9])([CH3:1])[O:6]1)[NH2:21]. The catalyst class is: 2. (3) Reactant: C1[CH:6]([CH2:7][CH:8]2CC[CH:11]([N:14]=C=O)[CH2:10][CH2:9]2)[CH2:5][CH2:4]C(N=C=O)C1.C1(N=C=O)CCCCC1. Product: [CH2:11]([NH2:14])[CH2:10][CH2:9][CH2:8][CH2:7][CH2:6][CH2:5][CH3:4]. The catalyst class is: 1. (4) Reactant: [CH3:1][N:2]1[CH:6]=[C:5]([C:7]2[CH:8]=[N:9][CH:10]=[CH:11][N:12]=2)[CH:4]=[N:3]1.[H-].[Na+].Cl[CH2:16][C:17]1[CH:27]=[CH:26][C:20]2[N:21]=[C:22]([S:24][CH3:25])[S:23][C:19]=2[CH:18]=1. Product: [CH3:1][N:2]1[CH:6]=[C:5]([C:7]2[CH2:8][N:9]([CH2:16][C:17]3[CH:27]=[CH:26][C:20]4[N:21]=[C:22]([S:24][CH3:25])[S:23][C:19]=4[CH:18]=3)[CH:10]=[CH:11][N:12]=2)[CH:4]=[N:3]1. The catalyst class is: 3. (5) Reactant: [H-].[Na+].[CH2:3]1[O:7][C@@H:6]2[C@@H:8]([OH:11])[CH2:9][O:10][C@@H:5]2[C@@H:4]1[OH:12].[CH3:13]I.[Cl:15][C:16]1[CH:17]=[C:18]([NH:23][C:24]2[C:33]3[C:28](=[CH:29][C:30](F)=[C:31]([N+:34]([O-:36])=[O:35])[CH:32]=3)[N:27]=[CH:26][N:25]=2)[CH:19]=[CH:20][C:21]=1[F:22]. Product: [Cl:15][C:16]1[CH:17]=[C:18]([NH:23][C:24]2[C:33]3[C:28](=[CH:29][C:30]([O:12][C@H:4]4[CH2:3][O:7][C@H:6]5[C@H:8]([O:11][CH3:13])[CH2:9][O:10][C@@H:5]45)=[C:31]([N+:34]([O-:36])=[O:35])[CH:32]=3)[N:27]=[CH:26][N:25]=2)[CH:19]=[CH:20][C:21]=1[F:22]. The catalyst class is: 3. (6) Product: [Br:7][C:8]1[CH:13]=[CH:12][C:11]([CH:14]2[CH2:19][C:18]([CH3:1])([S:20]([C:23]3[CH:28]=[CH:27][CH:26]=[C:25]([C:29]([F:32])([F:30])[F:31])[CH:24]=3)(=[O:21])=[O:22])[CH2:17][CH2:16][O:15]2)=[CH:10][N:9]=1. The catalyst class is: 118. Reactant: [CH3:1]C([O-])(C)C.[K+].[Br:7][C:8]1[CH:13]=[CH:12][C:11]([CH:14]2[CH2:19][CH:18]([S:20]([C:23]3[CH:28]=[CH:27][CH:26]=[C:25]([C:29]([F:32])([F:31])[F:30])[CH:24]=3)(=[O:22])=[O:21])[CH2:17][CH2:16][O:15]2)=[CH:10][N:9]=1.